This data is from Reaction yield outcomes from USPTO patents with 853,638 reactions. The task is: Predict the reaction yield, written as a fraction of the theoretical maximum amount of product (1.0 means a 100% yield; for example, 0.34 means a 34% yield). The reactants are Br[C:2]1[CH:3]=[CH:4][C:5]([NH:8][C:9]([C:22]2C=CC=CC=2)(C2C=CC=CC=2)C2C=CC=CC=2)=[N:6][CH:7]=1.[C:28]([O:32][C:33]([NH:35][C:36]1[CH:41]=[CH:40][C:39](B(O)O)=[CH:38][C:37]=1[F:45])=[O:34])([CH3:31])([CH3:30])[CH3:29].CC1(C)C(C)(C)OB([C:54]2[CH:55]=[CH:56][C:57](N)=[N:58][CH:59]=2)O1. No catalyst specified. The product is [F:45][C:37]1[CH:38]=[C:39]([C:2]2[CH:7]=[N:6][C:5]([NH:8][CH2:9][CH2:22][N:58]3[CH2:59][CH2:54][CH2:55][CH2:56][CH2:57]3)=[CH:4][CH:3]=2)[CH:40]=[CH:41][C:36]=1[NH:35][C:33](=[O:34])[O:32][C:28]([CH3:31])([CH3:30])[CH3:29]. The yield is 0.870.